This data is from Catalyst prediction with 721,799 reactions and 888 catalyst types from USPTO. The task is: Predict which catalyst facilitates the given reaction. Reactant: C(OC(=O)[NH:7][C@@H:8]1[C:14](=[O:15])[N:13]([CH3:16])[C:12]2[CH:17]=[CH:18][CH:19]=[CH:20][C:11]=2[N:10]([C:21](=[O:28])[C:22]2[CH:27]=[CH:26][CH:25]=[CH:24][CH:23]=2)[CH2:9]1)(C)(C)C. Product: [NH2:7][C@@H:8]1[C:14](=[O:15])[N:13]([CH3:16])[C:12]2[CH:17]=[CH:18][CH:19]=[CH:20][C:11]=2[N:10]([C:21](=[O:28])[C:22]2[CH:23]=[CH:24][CH:25]=[CH:26][CH:27]=2)[CH2:9]1. The catalyst class is: 330.